From a dataset of Reaction yield outcomes from USPTO patents with 853,638 reactions. Predict the reaction yield, written as a fraction of the theoretical maximum amount of product (1.0 means a 100% yield; for example, 0.34 means a 34% yield). (1) The reactants are C1(P(C2C=CC=CC=2)C2C=CC=CC=2)C=CC=CC=1.[Br:20][C:21]1[CH:26]=[CH:25][C:24]([C:27]2[CH:32]=[CH:31][CH:30]=[CH:29][C:28]=2[N+:33]([O-])=O)=[CH:23][CH:22]=1. The catalyst is ClC1C=CC=CC=1Cl. The product is [Br:20][C:21]1[CH:26]=[CH:25][C:24]2[C:27]3[C:28](=[CH:29][CH:30]=[CH:31][CH:32]=3)[NH:33][C:23]=2[CH:22]=1. The yield is 0.572. (2) The reactants are Br[C:2]1[CH:7]=[CH:6][C:5]([F:8])=[CH:4][N:3]=1.[F:9][C:10]1[CH:15]=[CH:14][C:13]([N+:16]([O-:18])=[O:17])=[CH:12][C:11]=1B1OC(C)(C)C(C)(C)O1.P([O-])([O-])([O-])=O.[K+].[K+].[K+].O. The catalyst is O1CCOCC1.C1C=CC([PH+]([C]2[CH][CH][CH][CH]2)C2C=CC=CC=2)=CC=1.C1C=CC([PH+]([C]2[CH][CH][CH][CH]2)C2C=CC=CC=2)=CC=1.C(Cl)Cl.Cl[Pd]Cl.[Fe]. The product is [F:8][C:5]1[CH:6]=[CH:7][C:2]([C:11]2[CH:12]=[C:13]([N+:16]([O-:18])=[O:17])[CH:14]=[CH:15][C:10]=2[F:9])=[N:3][CH:4]=1. The yield is 0.440. (3) The catalyst is N.[Cu]I.O. The reactants are Br[C:2]1[CH:7]=[C:6]2[N:8]([C:16]3[CH:21]=[CH:20][N:19]=[CH:18][N:17]=3)[CH2:9][C:10]3([CH2:15][CH2:14][O:13][CH2:12][CH2:11]3)[C:5]2=[CH:4][CH:3]=1.[Na+].[I-:23].CNCCNC.O1CCOCC1. The yield is 0.687. The product is [I:23][C:2]1[CH:7]=[C:6]2[N:8]([C:16]3[CH:21]=[CH:20][N:19]=[CH:18][N:17]=3)[CH2:9][C:10]3([CH2:15][CH2:14][O:13][CH2:12][CH2:11]3)[C:5]2=[CH:4][CH:3]=1. (4) The reactants are Cl[C:2]1[CH:3]=[C:4]([CH:7]=[CH:8][C:9]=1[NH2:10])[O:5][CH3:6].[C:11]([O:14]C(=O)C)(=O)[CH3:12].CCCCCC.C(Cl)[Cl:25]. No catalyst specified. The product is [Cl:25][C:3]1[CH:2]=[C:9]([NH:10][C:11](=[O:14])[CH3:12])[CH:8]=[CH:7][C:4]=1[O:5][CH3:6]. The yield is 0.890. (5) The reactants are Br[C:2]1[C:3]2[C:4]3[CH:17]=[CH:16][S:15][C:5]=3[C:6](=[O:14])[NH:7][C:8]=2[CH:9]=[CH:10][C:11]=1[O:12][CH3:13].[F:18][C:19]1[CH:24]=[C:23](B2OC(C)(C)C(C)(C)O2)[CH:22]=[CH:21][C:20]=1[CH:34]([CH3:44])[CH2:35][NH:36][C:37](=[O:43])[O:38][C:39]([CH3:42])([CH3:41])[CH3:40]. No catalyst specified. The product is [F:18][C:19]1[CH:24]=[C:23]([C:2]2[C:3]3[C:4]4[CH:17]=[CH:16][S:15][C:5]=4[C:6](=[O:14])[NH:7][C:8]=3[CH:9]=[CH:10][C:11]=2[O:12][CH3:13])[CH:22]=[CH:21][C:20]=1[CH:34]([CH3:44])[CH2:35][NH:36][C:37](=[O:43])[O:38][C:39]([CH3:41])([CH3:40])[CH3:42]. The yield is 0.510. (6) The reactants are [H-].[Na+].[NH:3]1[C:8]2[N:9]=[CH:10][CH:11]=[CH:12][C:7]=2[C:6](=[O:13])[O:5][C:4]1=[O:14].Br[CH2:16][CH2:17][CH:18]([CH3:20])[CH3:19]. The catalyst is CC(N(C)C)=O. The product is [CH3:19][CH:18]([CH3:20])[CH2:17][CH2:16][N:3]1[C:8]2[N:9]=[CH:10][CH:11]=[CH:12][C:7]=2[C:6](=[O:13])[O:5][C:4]1=[O:14]. The yield is 0.510. (7) The reactants are [OH:1][C:2]1([C:14]2[CH:18]=[CH:17][S:16][CH:15]=2)[CH2:6][CH2:5][N:4]([C:7]([O:9][C:10]([CH3:13])([CH3:12])[CH3:11])=[O:8])[CH2:3]1.C1C(=O)N([Br:26])C(=O)C1.[O-]S([O-])=O.[Na+].[Na+].O. The catalyst is CC(O)=O.C(Cl)(Cl)Cl. The product is [Br:26][C:15]1[S:16][CH:17]=[CH:18][C:14]=1[C:2]1([OH:1])[CH2:6][CH2:5][N:4]([C:7]([O:9][C:10]([CH3:13])([CH3:11])[CH3:12])=[O:8])[CH2:3]1. The yield is 0.840. (8) The reactants are [Cl:1][C:2]1[CH:3]=[C:4]([N:13]([CH2:20][CH3:21])[CH:14]2[CH2:19][CH2:18][NH:17][CH2:16][CH2:15]2)[C:5]([CH3:12])=[C:6]([CH:11]=1)[C:7]([O:9][CH3:10])=[O:8].Br[CH2:23][CH2:24][C:25]1[CH:30]=[CH:29][CH:28]=[C:27]([O:31][CH3:32])[CH:26]=1.C([O-])([O-])=O.[K+].[K+]. The catalyst is C(#N)C.O. The product is [Cl:1][C:2]1[CH:3]=[C:4]([N:13]([CH2:20][CH3:21])[CH:14]2[CH2:19][CH2:18][N:17]([CH2:23][CH2:24][C:25]3[CH:30]=[CH:29][CH:28]=[C:27]([O:31][CH3:32])[CH:26]=3)[CH2:16][CH2:15]2)[C:5]([CH3:12])=[C:6]([CH:11]=1)[C:7]([O:9][CH3:10])=[O:8]. The yield is 0.500.